This data is from Full USPTO retrosynthesis dataset with 1.9M reactions from patents (1976-2016). The task is: Predict the reactants needed to synthesize the given product. (1) Given the product [CH3:1][O:2][C:3]1[CH:12]=[C:11]2[C:6]([C:7]([S:13][C:14]3[CH:15]=[CH:16][C:17]([NH:20][C:21]4[C:30]5[C:25](=[CH:26][CH:27]=[CH:28][CH:29]=5)[C:24]([C:31]5[CH2:36][CH2:35][NH:34][CH2:33][CH:32]=5)=[N:23][N:22]=4)=[CH:18][CH:19]=3)=[CH:8][CH:9]=[N:10]2)=[N:5][CH:4]=1, predict the reactants needed to synthesize it. The reactants are: [CH3:1][O:2][C:3]1[CH:12]=[C:11]2[C:6]([C:7]([S:13][C:14]3[CH:19]=[CH:18][C:17]([NH:20][C:21]4[C:30]5[C:25](=[CH:26][CH:27]=[CH:28][CH:29]=5)[C:24]([C:31]5[CH2:36][CH2:35][N:34](C(OC(C)(C)C)=O)[CH2:33][CH:32]=5)=[N:23][N:22]=4)=[CH:16][CH:15]=3)=[CH:8][CH:9]=[N:10]2)=[N:5][CH:4]=1.C(O)(C(F)(F)F)=O. (2) Given the product [CH:14]1[C:2]2[C:1](=[C:14]3[C:5](=[CH:4][CH:3]=2)[C:6]2[C:11](=[CH:10][CH:9]=[CH:8][CH:7]=2)[C:12](=[O:16])[C:13]3=[O:15])[CH:3]=[CH:2][CH:1]=1, predict the reactants needed to synthesize it. The reactants are: [CH:1]1[C:14]2[C:13](=[O:15])[C:12](=[O:16])[C:11]3[C:6](=[CH:7][CH:8]=[CH:9][CH:10]=3)[C:5]=2[CH:4]=[CH:3][CH:2]=1.